From a dataset of Buchwald-Hartwig C-N cross coupling reaction yields with 55,370 reactions. Predict the reaction yield, written as a fraction of the theoretical maximum amount of product (1.0 means a 100% yield; for example, 0.34 means a 34% yield). (1) The reactants are CCc1ccc(Br)cc1.Cc1ccc(N)cc1.O=S(=O)(O[Pd]1c2ccccc2-c2ccccc2N~1)C(F)(F)F.CC(C)c1cc(C(C)C)c(-c2ccccc2P(C(C)(C)C)C(C)(C)C)c(C(C)C)c1.CN1CCCN2CCCN=C12.Cc1cc(-c2ccccc2)on1. No catalyst specified. The product is CCc1ccc(Nc2ccc(C)cc2)cc1. The yield is 0.693. (2) The reactants are CCc1ccc(Br)cc1.Cc1ccc(N)cc1.O=S(=O)(O[Pd]1c2ccccc2-c2ccccc2N~1)C(F)(F)F.COc1ccc(OC)c(P([C@]23C[C@H]4C[C@H](C[C@H](C4)C2)C3)[C@]23C[C@H]4C[C@H](C[C@H](C4)C2)C3)c1-c1c(C(C)C)cc(C(C)C)cc1C(C)C.CCN=P(N=P(N(C)C)(N(C)C)N(C)C)(N(C)C)N(C)C.CCOC(=O)c1cc(OC)no1. No catalyst specified. The product is CCc1ccc(Nc2ccc(C)cc2)cc1. The yield is 0.628. (3) The reactants are CCc1ccc(I)cc1.Cc1ccc(N)cc1.O=S(=O)(O[Pd]1c2ccccc2-c2ccccc2N~1)C(F)(F)F.CC(C)c1cc(C(C)C)c(-c2ccccc2P(C2CCCCC2)C2CCCCC2)c(C(C)C)c1.CCN=P(N=P(N(C)C)(N(C)C)N(C)C)(N(C)C)N(C)C.Fc1cccc(F)c1-c1ccno1. No catalyst specified. The product is CCc1ccc(Nc2ccc(C)cc2)cc1. The yield is 0.167. (4) The reactants are COc1ccc(I)cc1.Cc1ccc(N)cc1.O=S(=O)(O[Pd]1c2ccccc2-c2ccccc2N~1)C(F)(F)F.COc1ccc(OC)c(P(C(C)(C)C)C(C)(C)C)c1-c1c(C(C)C)cc(C(C)C)cc1C(C)C.CN(C)C(=NC(C)(C)C)N(C)C.c1ccc(-c2ccon2)cc1. No catalyst specified. The product is COc1ccc(Nc2ccc(C)cc2)cc1. The yield is 0.455. (5) The product is Cc1ccc(Nc2cccnc2)cc1. No catalyst specified. The yield is 0.556. The reactants are Brc1cccnc1.Cc1ccc(N)cc1.O=S(=O)(O[Pd]1c2ccccc2-c2ccccc2N~1)C(F)(F)F.COc1ccc(OC)c(P([C@]23C[C@H]4C[C@H](C[C@H](C4)C2)C3)[C@]23C[C@H]4C[C@H](C[C@H](C4)C2)C3)c1-c1c(C(C)C)cc(C(C)C)cc1C(C)C.CN(C)C(=NC(C)(C)C)N(C)C.CCOC(=O)c1ccon1. (6) The reactants are CCc1ccc(Br)cc1.Cc1ccc(N)cc1.O=S(=O)(O[Pd]1c2ccccc2-c2ccccc2N~1)C(F)(F)F.COc1ccc(OC)c(P(C(C)(C)C)C(C)(C)C)c1-c1c(C(C)C)cc(C(C)C)cc1C(C)C.CCN=P(N=P(N(C)C)(N(C)C)N(C)C)(N(C)C)N(C)C.Cc1cc(-c2ccccc2)on1. No catalyst specified. The product is CCc1ccc(Nc2ccc(C)cc2)cc1. The yield is 0.646.